Dataset: Full USPTO retrosynthesis dataset with 1.9M reactions from patents (1976-2016). Task: Predict the reactants needed to synthesize the given product. (1) Given the product [Cl:28][C:25]1[CH:26]=[CH:27][C:22]([C:15]2[N:16]([CH:19]3[CH2:21][CH2:20]3)[C:17](=[O:18])[N:13]([CH2:12][C:11]([NH:10][CH2:9][CH:8]([NH:7][S:2]([CH3:1])(=[O:4])=[O:3])[C:30]3[CH:35]=[CH:34][CH:33]=[CH:32][C:31]=3[C:36]([F:38])([F:39])[F:37])=[O:29])[N:14]=2)=[CH:23][CH:24]=1, predict the reactants needed to synthesize it. The reactants are: [CH3:1][S:2](Cl)(=[O:4])=[O:3].Cl.[NH2:7][CH:8]([C:30]1[CH:35]=[CH:34][CH:33]=[CH:32][C:31]=1[C:36]([F:39])([F:38])[F:37])[CH2:9][NH:10][C:11](=[O:29])[CH2:12][N:13]1[C:17](=[O:18])[N:16]([CH:19]2[CH2:21][CH2:20]2)[C:15]([C:22]2[CH:27]=[CH:26][C:25]([Cl:28])=[CH:24][CH:23]=2)=[N:14]1. (2) Given the product [NH2:1][C:2]1[C:10]2[CH2:9][CH2:8][N:7]([C:11]3[CH:16]=[CH:15][C:14]([CH3:17])=[CH:13][CH:12]=3)[C:6](=[O:18])[C:5]=2[N:4]([C:19](=[O:22])[CH2:27][CH2:28][N:30]2[CH2:31][CH2:32][N:33]([C:36]3[CH:41]=[CH:40][C:39]([Cl:42])=[CH:38][CH:37]=3)[CH2:34][CH2:35]2)[N:3]=1, predict the reactants needed to synthesize it. The reactants are: [NH2:1][C:2]1[C:10]2[CH2:9][CH2:8][N:7]([C:11]3[CH:16]=[CH:15][C:14]([CH3:17])=[CH:13][CH:12]=3)[C:6](=[O:18])[C:5]=2[NH:4][N:3]=1.[C:19](=[O:22])([O-])[O-].[K+].[K+].ClC[CH2:27][C:28]([N:30]1[CH2:35][CH2:34][N:33]([C:36]2[CH:41]=[CH:40][C:39]([Cl:42])=[CH:38][CH:37]=2)[CH2:32][CH2:31]1)=O. (3) Given the product [C:11]([C:13]1[C:23]2[O:22][CH2:21][CH2:20][N:19]([C:24]([O:26][C:27]([CH3:28])([CH3:29])[CH3:30])=[O:25])[CH:18]([CH2:31][CH:32]=[O:33])[C:17]=2[CH:16]=[CH:15][CH:14]=1)#[N:12], predict the reactants needed to synthesize it. The reactants are: CS(C)=O.C(Cl)(=O)C(Cl)=O.[C:11]([C:13]1[C:23]2[O:22][CH2:21][CH2:20][N:19]([C:24]([O:26][C:27]([CH3:30])([CH3:29])[CH3:28])=[O:25])[CH:18]([CH2:31][CH2:32][OH:33])[C:17]=2[CH:16]=[CH:15][CH:14]=1)#[N:12].C(N(CC)CC)C. (4) Given the product [CH3:35][N:36]([CH3:37])[CH2:2][C:3]([NH:5][C:6]1[CH:14]=[CH:13][CH:12]=[C:11]2[C:7]=1[C:8](=[O:34])[N:9]([CH:16]([C:23]1[CH:28]=[CH:27][C:26]([O:29][CH3:30])=[C:25]([O:31][CH2:32][CH3:33])[CH:24]=1)[CH2:17][C:18]([N:20]([CH3:22])[CH3:21])=[O:19])[C:10]2=[O:15])=[O:4], predict the reactants needed to synthesize it. The reactants are: Cl[CH2:2][C:3]([NH:5][C:6]1[CH:14]=[CH:13][CH:12]=[C:11]2[C:7]=1[C:8](=[O:34])[N:9]([CH:16]([C:23]1[CH:28]=[CH:27][C:26]([O:29][CH3:30])=[C:25]([O:31][CH2:32][CH3:33])[CH:24]=1)[CH2:17][C:18]([N:20]([CH3:22])[CH3:21])=[O:19])[C:10]2=[O:15])=[O:4].[CH3:35][NH:36][CH3:37].O1CCCC1. (5) The reactants are: [CH3:1][C:2]1([CH3:20])[C:10]2[C:5](=[CH:6][CH:7]=[C:8](OS(C(F)(F)F)(=O)=O)[CH:9]=2)[C:4](=[O:19])[CH2:3]1.[CH3:21][N:22]([CH3:32])[C:23]1[CH:28]=[CH:27][C:26](B(O)O)=[CH:25][CH:24]=1. Given the product [CH3:21][N:22]([CH3:32])[C:23]1[CH:28]=[CH:27][C:26]([C:8]2[CH:9]=[C:10]3[C:5](=[CH:6][CH:7]=2)[C:4](=[O:19])[CH2:3][C:2]3([CH3:20])[CH3:1])=[CH:25][CH:24]=1, predict the reactants needed to synthesize it. (6) The reactants are: [Br:1][C:2]1[CH:7]=[CH:6][C:5]([CH:8]([OH:10])[CH3:9])=[C:4]([Cl:11])[CH:3]=1.[C:12]1(O)[CH:17]=[CH:16][CH:15]=[CH:14][CH:13]=1.C1(P(C2C=CC=CC=2)C2C=CC=CC=2)C=CC=CC=1.N(C(OC(C)C)=O)=NC(OC(C)C)=O. Given the product [Br:1][C:2]1[CH:7]=[CH:6][C:5]([CH:8]([O:10][C:12]2[CH:17]=[CH:16][CH:15]=[CH:14][CH:13]=2)[CH3:9])=[C:4]([Cl:11])[CH:3]=1, predict the reactants needed to synthesize it. (7) Given the product [CH3:1][O:2][C:3]1[CH:4]=[C:5]2[C:10](=[CH:11][C:12]=1[O:13][CH3:14])[N:9]=[CH:8][N:7]=[C:6]2[O:15][C:16]1[CH:22]=[CH:21][C:19]([NH:20][C:29](=[O:35])[O:28][CH2:26][CH2:43][C:38]2[CH:39]=[CH:40][CH:41]=[CH:42][N:37]=2)=[C:18]([O:23][CH3:24])[CH:17]=1, predict the reactants needed to synthesize it. The reactants are: [CH3:1][O:2][C:3]1[CH:4]=[C:5]2[C:10](=[CH:11][C:12]=1[O:13][CH3:14])[N:9]=[CH:8][N:7]=[C:6]2[O:15][C:16]1[CH:22]=[CH:21][C:19]([NH2:20])=[C:18]([O:23][CH3:24])[CH:17]=1.Cl[C:26](Cl)([O:28][C:29](=[O:35])OC(Cl)(Cl)Cl)Cl.[N:37]1[CH:42]=[CH:41][CH:40]=[CH:39][C:38]=1[CH2:43]CO.C(=O)(O)[O-].[Na+].